From a dataset of NCI-60 drug combinations with 297,098 pairs across 59 cell lines. Regression. Given two drug SMILES strings and cell line genomic features, predict the synergy score measuring deviation from expected non-interaction effect. Drug 1: C1C(C(OC1N2C=C(C(=O)NC2=O)F)CO)O. Drug 2: C1C(C(OC1N2C=NC(=NC2=O)N)CO)O. Cell line: K-562. Synergy scores: CSS=43.2, Synergy_ZIP=-1.84, Synergy_Bliss=-0.957, Synergy_Loewe=3.40, Synergy_HSA=6.01.